The task is: Regression. Given two drug SMILES strings and cell line genomic features, predict the synergy score measuring deviation from expected non-interaction effect.. This data is from NCI-60 drug combinations with 297,098 pairs across 59 cell lines. (1) Drug 1: C(CCl)NC(=O)N(CCCl)N=O. Drug 2: CC1C(C(CC(O1)OC2CC(CC3=C2C(=C4C(=C3O)C(=O)C5=C(C4=O)C(=CC=C5)OC)O)(C(=O)CO)O)N)O.Cl. Cell line: CCRF-CEM. Synergy scores: CSS=52.2, Synergy_ZIP=2.06, Synergy_Bliss=2.00, Synergy_Loewe=-3.59, Synergy_HSA=5.70. (2) Drug 1: C1C(C(OC1N2C=NC3=C2NC=NCC3O)CO)O. Drug 2: COCCOC1=C(C=C2C(=C1)C(=NC=N2)NC3=CC=CC(=C3)C#C)OCCOC.Cl. Cell line: NCI-H522. Synergy scores: CSS=18.8, Synergy_ZIP=-3.12, Synergy_Bliss=-4.41, Synergy_Loewe=-3.88, Synergy_HSA=0.266. (3) Drug 1: CN1CCC(CC1)COC2=C(C=C3C(=C2)N=CN=C3NC4=C(C=C(C=C4)Br)F)OC. Drug 2: CC1C(C(CC(O1)OC2CC(CC3=C2C(=C4C(=C3O)C(=O)C5=CC=CC=C5C4=O)O)(C(=O)C)O)N)O. Cell line: NCI-H522. Synergy scores: CSS=36.7, Synergy_ZIP=-5.94, Synergy_Bliss=-8.55, Synergy_Loewe=-13.6, Synergy_HSA=-6.93.